This data is from Reaction yield outcomes from USPTO patents with 853,638 reactions. The task is: Predict the reaction yield, written as a fraction of the theoretical maximum amount of product (1.0 means a 100% yield; for example, 0.34 means a 34% yield). (1) The reactants are [NH2:1][C:2]1[N:3](CC2C=CC=CC=2)[C:4](=[O:11])[C:5]2[NH:10][CH:9]=[CH:8][C:6]=2[N:7]=1.C([O-])=O.[NH4+]. The catalyst is CO.[Pd]. The product is [NH2:1][C:2]1[NH:3][C:4](=[O:11])[C:5]2[NH:10][CH:9]=[CH:8][C:6]=2[N:7]=1. The yield is 0.990. (2) The reactants are [F:1][C:2]1[CH:17]=[CH:16][C:5]([O:6][C:7]2[S:11][C:10]3=[N:12][CH:13]=[C:14](I)[N:9]3[N:8]=2)=[CH:4][CH:3]=1.[OH:18][C:19]1[CH:24]=[CH:23][C:22](B(O)O)=[CH:21][CH:20]=1.C(=O)([O-])[O-].[Cs+].[Cs+].O. The catalyst is O1CCOCC1.C1C=CC([P]([Pd]([P](C2C=CC=CC=2)(C2C=CC=CC=2)C2C=CC=CC=2)([P](C2C=CC=CC=2)(C2C=CC=CC=2)C2C=CC=CC=2)[P](C2C=CC=CC=2)(C2C=CC=CC=2)C2C=CC=CC=2)(C2C=CC=CC=2)C2C=CC=CC=2)=CC=1.ClCCl. The product is [F:1][C:2]1[CH:17]=[CH:16][C:5]([O:6][C:7]2[S:11][C:10]3=[N:12][CH:13]=[C:14]([C:22]4[CH:23]=[CH:24][C:19]([OH:18])=[CH:20][CH:21]=4)[N:9]3[N:8]=2)=[CH:4][CH:3]=1. The yield is 0.270. (3) The reactants are [OH:1][CH2:2][C:3]1[C:8]([CH3:9])=[CH:7][N:6]=[C:5]([CH3:10])[C:4]=1[OH:11]. The catalyst is C(Cl)(Cl)Cl.O=[Mn]=O. The product is [OH:11][C:4]1[C:5]([CH3:10])=[N:6][CH:7]=[C:8]([CH3:9])[C:3]=1[CH:2]=[O:1]. The yield is 0.441. (4) The reactants are [Br:1][C:2]1[CH:3]=[C:4]([CH:7]=[C:8]([F:11])[C:9]=1[OH:10])[CH:5]=O.[C:12]1([C:18](=O)[CH2:19][C:20]2[CH:25]=[CH:24][CH:23]=[CH:22][CH:21]=2)[CH:17]=[CH:16][CH:15]=[CH:14][CH:13]=1.[NH2:27][C:28]([NH2:30])=[O:29].Cl. The catalyst is C(O)C. The product is [Br:1][C:2]1[CH:3]=[C:4]([CH:5]2[C:19]([C:20]3[CH:25]=[CH:24][CH:23]=[CH:22][CH:21]=3)=[C:18]([C:12]3[CH:17]=[CH:16][CH:15]=[CH:14][CH:13]=3)[NH:30][C:28](=[O:29])[NH:27]2)[CH:7]=[C:8]([F:11])[C:9]=1[OH:10]. The yield is 0.330. (5) The reactants are [F:1][C:2]1[CH:9]=[C:8]([F:10])[CH:7]=[CH:6][C:3]=1[CH:4]=O.[C:11]([NH:14][NH2:15])([NH2:13])=[NH:12].[ClH:16]. No catalyst specified. The product is [ClH:16].[F:1][C:2]1[CH:9]=[C:8]([F:10])[CH:7]=[CH:6][C:3]=1[CH:4]=[N:15][NH:14][C:11]([NH2:13])=[NH:12]. The yield is 0.890. (6) The reactants are [C:1]([O:5][C:6]([C@@:8]1([NH:18][S:19]([N:22]2[CH2:26]COC2=O)(=[O:21])=[O:20])[C@@H:10]([C:11]2[CH:16]=[CH:15][CH:14]=[CH:13][CH:12]=2)[C@H:9]1[CH3:17])=[O:7])([CH3:4])([CH3:3])[CH3:2].C([CH:32]1[CH2:37]NC[CH2:34][N:33]1[C:38]([OH:40])=[O:39])(C)(C)C. No catalyst specified. The product is [C:1]([O:40][C:38]([N:33]1[CH2:32][CH2:37][N:22]([S:19](=[O:20])(=[O:21])[NH:18][C@:8]2([C:6]([O:5][C:1]([CH3:3])([CH3:2])[CH3:4])=[O:7])[C@@H:10]([C:11]3[CH:16]=[CH:15][CH:14]=[CH:13][CH:12]=3)[C@H:9]2[CH3:17])[CH2:26][CH2:34]1)=[O:39])([CH3:4])([CH3:3])[CH3:2]. The yield is 0.790. (7) The reactants are [NH2:1][C:2]1[CH:7]=[CH:6][C:5]([F:8])=[CH:4][C:3]=1[CH:9]([C:17]([O:19][C:20]([CH3:23])([CH3:22])[CH3:21])=[O:18])[C:10]([O:12][C:13]([CH3:16])([CH3:15])[CH3:14])=[O:11].[CH3:24][C:25]1([N:37]2[CH2:42][CH2:41][C:40](=O)[CH2:39][CH2:38]2)[CH2:29][CH2:28][N:27]([C:30]([O:32][C:33]([CH3:36])([CH3:35])[CH3:34])=[O:31])[CH2:26]1. No catalyst specified. The product is [C:33]([O:32][C:30]([N:27]1[CH2:28][CH2:29][C:25]([N:37]2[CH2:38][CH2:39][CH:40]([NH:1][C:2]3[CH:7]=[CH:6][C:5]([F:8])=[CH:4][C:3]=3[CH:9]([C:17]([O:19][C:20]([CH3:23])([CH3:22])[CH3:21])=[O:18])[C:10]([O:12][C:13]([CH3:15])([CH3:16])[CH3:14])=[O:11])[CH2:41][CH2:42]2)([CH3:24])[CH2:26]1)=[O:31])([CH3:34])([CH3:35])[CH3:36]. The yield is 0.700.